From a dataset of Forward reaction prediction with 1.9M reactions from USPTO patents (1976-2016). Predict the product of the given reaction. (1) Given the reactants [Cl:1][C:2]1[CH:3]=[C:4]([CH:8]([C:12]2([OH:18])[CH2:17][CH2:16][CH2:15][CH2:14][CH2:13]2)[C:9]([OH:11])=O)[CH:5]=[CH:6][CH:7]=1.[N:19]1([C:25]([O:27][C:28]([CH3:31])([CH3:30])[CH3:29])=[O:26])[CH2:24][CH2:23][NH:22][CH2:21][CH2:20]1.C(N(CC)CC)C, predict the reaction product. The product is: [Cl:1][C:2]1[CH:3]=[C:4]([CH:8]([C:12]2([OH:18])[CH2:17][CH2:16][CH2:15][CH2:14][CH2:13]2)[C:9]([N:22]2[CH2:21][CH2:20][N:19]([C:25]([O:27][C:28]([CH3:31])([CH3:30])[CH3:29])=[O:26])[CH2:24][CH2:23]2)=[O:11])[CH:5]=[CH:6][CH:7]=1. (2) The product is: [CH:10]1([CH2:13][N:14]2[CH2:21][CH2:20][C@@:19]3([CH2:24][C:25]([NH:58][C@@H:59]([CH3:60])[C:61]([NH2:63])=[O:62])=[O:26])[C@@H:22]([CH3:23])[CH:15]2[CH2:16][C:17]2[CH:31]=[CH:30][C:29]([O:32][CH3:33])=[CH:28][C:18]=23)[CH2:12][CH2:11]1. Given the reactants CCN(C(C)C)C(C)C.[CH:10]1([CH2:13][N:14]2[CH2:21][CH2:20][C@@:19]3([CH2:24][C:25](O)=[O:26])[C@@H:22]([CH3:23])[CH:15]2[CH2:16][C:17]2[CH:31]=[CH:30][C:29]([O:32][CH3:33])=[CH:28][C:18]=23)[CH2:12][CH2:11]1.CN(C(ON1N=NC2C=CC=NC1=2)=[N+](C)C)C.F[P-](F)(F)(F)(F)F.[NH2:58][C@H:59]([C:61]([NH2:63])=[O:62])[CH3:60].Cl, predict the reaction product. (3) The product is: [Cl:1][C:2]1[N:3]=[CH:4][C:5]([NH:22][CH2:21][C:18]2[CH:19]=[CH:20][C:15]([O:14][CH3:13])=[CH:16][CH:17]=2)=[CH:6][C:7]=1[C:8]([F:11])([F:10])[F:9]. Given the reactants [Cl:1][C:2]1[C:7]([C:8]([F:11])([F:10])[F:9])=[CH:6][C:5](I)=[CH:4][N:3]=1.[CH3:13][O:14][C:15]1[CH:20]=[CH:19][C:18]([CH2:21][NH2:22])=[CH:17][CH:16]=1.CC([O-])(C)C.[Na+], predict the reaction product. (4) Given the reactants [H-].[Na+].[CH2:3]([N:10]([CH2:18][C:19]1[CH:24]=[CH:23][CH:22]=[CH:21][CH:20]=1)[CH2:11][CH:12]([OH:17])[C:13]([F:16])([F:15])[F:14])[C:4]1[CH:9]=[CH:8][CH:7]=[CH:6][CH:5]=1.I[CH3:26].O, predict the reaction product. The product is: [CH2:18]([N:10]([CH2:3][C:4]1[CH:5]=[CH:6][CH:7]=[CH:8][CH:9]=1)[CH2:11][CH:12]([O:17][CH3:26])[C:13]([F:16])([F:14])[F:15])[C:19]1[CH:24]=[CH:23][CH:22]=[CH:21][CH:20]=1. (5) Given the reactants [CH3:1][O:2][CH2:3][O:4][C:5]1[CH:13]=[CH:12][C:8]([C:9]([OH:11])=O)=[CH:7][CH:6]=1.[CH2:14]([O:21][C@@H:22]1[CH2:27][CH2:26][C@H:25]([CH2:28][NH2:29])[CH2:24][CH2:23]1)[C:15]1[CH:20]=[CH:19][CH:18]=[CH:17][CH:16]=1.CCN=C=NCCCN(C)C.C1C=CC2N(O)N=NC=2C=1.O, predict the reaction product. The product is: [CH2:14]([O:21][C@@H:22]1[CH2:27][CH2:26][C@H:25]([CH2:28][NH:29][C:9](=[O:11])[C:8]2[CH:7]=[CH:6][C:5]([O:4][CH2:3][O:2][CH3:1])=[CH:13][CH:12]=2)[CH2:24][CH2:23]1)[C:15]1[CH:20]=[CH:19][CH:18]=[CH:17][CH:16]=1. (6) Given the reactants [Cl:1][C:2]1[CH:3]=[C:4]([C:10]2[N:11]=[C:12]3[C:17](=[CH:18][CH:19]=2)[N:16]=[CH:15][C:14]([C:20](=[O:22])[CH3:21])=[C:13]3[NH:23][C:24]2[CH:25]=[N:26][C:27]([NH:30][CH2:31][CH2:32][N:33]([CH3:35])[CH3:34])=[CH:28][CH:29]=2)[CH:5]=[C:6]([Cl:9])[C:7]=1[OH:8].[Cl:36]C1C=C(B2OC(C)(C)C(C)(C)O2)C=C(Cl)C=1O, predict the reaction product. The product is: [ClH:1].[ClH:36].[ClH:1].[Cl:1][C:2]1[CH:3]=[C:4]([C:10]2[N:11]=[C:12]3[C:17](=[CH:18][CH:19]=2)[N:16]=[CH:15][C:14]([C:20](=[O:22])[CH3:21])=[C:13]3[NH:23][C:24]2[CH:25]=[N:26][C:27]([NH:30][CH2:31][CH2:32][N:33]([CH3:34])[CH3:35])=[CH:28][CH:29]=2)[CH:5]=[C:6]([Cl:9])[C:7]=1[OH:8]. (7) Given the reactants [C:1]1([O:7][CH:8]([CH2:10][O:11][CH:12]([CH2:14][OH:15])C)C)[CH:6]=[CH:5][CH:4]=[CH:3][CH:2]=1.[C:16](O)(=[O:23])[C:17]1[CH:22]=[CH:21][CH:20]=[CH:19][CH:18]=1.CCCCCCC, predict the reaction product. The product is: [C:16]([O:15][CH2:14][CH2:12][O:11][CH2:10][CH2:8][O:7][C:1]1[CH:6]=[CH:5][CH:4]=[CH:3][CH:2]=1)(=[O:23])[C:17]1[CH:22]=[CH:21][CH:20]=[CH:19][CH:18]=1. (8) Given the reactants CC(C)([O-])C.[K+].[NH2:7][CH:8]([CH2:11][CH2:12][CH3:13])[CH2:9][OH:10].Cl[C:15]1[CH:20]=[C:19]([CH3:21])[CH:18]=[CH:17][N:16]=1.C1(C)C=CC(S(O)(=O)=O)=CC=1, predict the reaction product. The product is: [CH3:21][C:19]1[CH:18]=[CH:17][N:16]=[C:15]([NH:7][CH:8]([CH2:11][CH2:12][CH3:13])[CH2:9][OH:10])[CH:20]=1. (9) Given the reactants [F:1][C:2]([F:13])([F:12])[C:3]1[CH:4]=[C:5]([CH:9]=[CH:10][CH:11]=1)[C:6]([OH:8])=[O:7].[N+:14]([O-])([OH:16])=[O:15], predict the reaction product. The product is: [N+:14]([C:10]1[CH:9]=[C:5]([CH:4]=[C:3]([C:2]([F:12])([F:13])[F:1])[CH:11]=1)[C:6]([OH:8])=[O:7])([O-:16])=[O:15]. (10) Given the reactants [NH2:1][CH:2]([C:6]1[CH:11]=[CH:10][C:9]([Cl:12])=[CH:8][CH:7]=1)[C:3](O)=O.C[O:14][C:15](=O)[C@H:16]([CH2:18][CH:19]([CH3:21])[CH3:20])[NH2:17].C([C@@H]1NC[C@H](CC(C)C)NC1=O)C(C)C, predict the reaction product. The product is: [Cl:12][C:9]1[CH:10]=[CH:11][C:6]([C@@H:2]2[NH:1][C:15](=[O:14])[C@H:16]([CH2:18][CH:19]([CH3:21])[CH3:20])[NH:17][CH2:3]2)=[CH:7][CH:8]=1.